From a dataset of Catalyst prediction with 721,799 reactions and 888 catalyst types from USPTO. Predict which catalyst facilitates the given reaction. Reactant: Cl[C:2]1[C:3]([O:8][C:9]2[CH:14]=[CH:13][C:12]([NH:15][C:16]3[C:21]([F:22])=[CH:20][CH:19]=[CH:18][N:17]=3)=[CH:11][CH:10]=2)=[N:4][CH:5]=[CH:6][N:7]=1.[O:23]1[CH2:28][CH:27]=[C:26](B2OC(C)(C)C(C)(C)O2)[CH2:25][CH2:24]1.C(=O)([O-])[O-].[Na+].[Na+]. Product: [O:23]1[CH2:24][CH:25]=[C:26]([C:2]2[C:3]([O:8][C:9]3[CH:14]=[CH:13][C:12]([NH:15][C:16]4[C:21]([F:22])=[CH:20][CH:19]=[CH:18][N:17]=4)=[CH:11][CH:10]=3)=[N:4][CH:5]=[CH:6][N:7]=2)[CH2:27][CH2:28]1. The catalyst class is: 149.